Dataset: Catalyst prediction with 721,799 reactions and 888 catalyst types from USPTO. Task: Predict which catalyst facilitates the given reaction. (1) Reactant: [Br:1][C:2]1[S:3][C:4](Br)=[CH:5][CH:6]=1.[N:8]1[NH:9][C:10](=[O:14])[CH:11]=[CH:12][CH:13]=1.C(=O)([O-])[O-].[K+].[K+].CN[C@@H]1CCCC[C@H]1NC. Product: [Br:1][C:2]1[S:3][C:4]([N:9]2[C:10](=[O:14])[CH:11]=[CH:12][CH:13]=[N:8]2)=[CH:5][CH:6]=1. The catalyst class is: 509. (2) Reactant: [F:1][C:2]([F:9])([F:8])[C:3]1[CH:7]=[CH:6][NH:5][N:4]=1.N#N.[O:12]([C:14]1[CH:21]=[CH:20][C:17]([CH2:18]Cl)=[CH:16][CH:15]=1)[CH3:13].C(OCC)(=O)C.CCCCCC. Product: [CH3:13][O:12][C:14]1[CH:21]=[CH:20][C:17]([CH2:18][N:5]2[CH:6]=[CH:7][C:3]([C:2]([F:9])([F:8])[F:1])=[N:4]2)=[CH:16][CH:15]=1. The catalyst class is: 3. (3) Product: [Br:1][C:20]1[C:19]2[C:23](=[CH:24][CH:25]=[C:17]([NH:16][C:14]([O:13][C:10]([CH3:9])([CH3:11])[CH3:12])=[O:15])[CH:18]=2)[NH:22][C:21]=1[C:26]([O:28][CH2:29][CH3:30])=[O:27]. The catalyst class is: 4. Reactant: [Br:1]N1C(=O)CCC1=O.[CH3:9][C:10]([O:13][C:14]([NH:16][C:17]1[CH:18]=[C:19]2[C:23](=[CH:24][CH:25]=1)[NH:22][C:21]([C:26]([O:28][CH2:29][CH3:30])=[O:27])=[CH:20]2)=[O:15])([CH3:12])[CH3:11]. (4) Reactant: [C:1]([CH:4]([CH:6]([C:8]([OH:10])=[O:9])[OH:7])[OH:5])([OH:3])=[O:2].[CH3:11][N:12]1[CH2:19][C@@H:18]2[C@@H:14]([N:15]([C:20]3[CH:25]=[CH:24][C:23]([C:26]4[CH:31]=[CH:30][C:29]([N:32]5[C:37](=[O:38])[CH:36]=[CH:35][CH:34]=[N:33]5)=[CH:28][CH:27]=4)=[CH:22][CH:21]=3)[CH2:16][CH2:17]2)[CH2:13]1.ClCCl. Product: [OH2:2].[C:1]([C@@H:4]([C@H:6]([C:8]([OH:10])=[O:9])[OH:7])[OH:5])([OH:3])=[O:2].[CH3:11][N:12]1[CH2:19][C@@H:18]2[C@@H:14]([N:15]([C:20]3[CH:25]=[CH:24][C:23]([C:26]4[CH:31]=[CH:30][C:29]([N:32]5[C:37](=[O:38])[CH:36]=[CH:35][CH:34]=[N:33]5)=[CH:28][CH:27]=4)=[CH:22][CH:21]=3)[CH2:16][CH2:17]2)[CH2:13]1. The catalyst class is: 6. (5) Product: [Cl:34][C:28]1[CH:29]=[CH:30][CH:31]=[C:32]([Cl:33])[C:27]=1[C:25]([NH:24][C@H:23]([C:35]([O:37][CH3:38])=[O:36])[CH2:22][C:21]1[CH:20]=[CH:19][C:18]([O:17][CH2:16][CH2:15][C:13]2[CH:12]=[CH:11][CH:10]=[C:9]([NH:8][CH2:41][CH2:42][O:43][CH3:44])[N:14]=2)=[CH:40][CH:39]=1)=[O:26]. Reactant: C(OC([N:8]([CH2:41][CH2:42][O:43][CH3:44])[C:9]1[N:14]=[C:13]([CH2:15][CH2:16][O:17][C:18]2[CH:40]=[CH:39][C:21]([CH2:22][C@@H:23]([C:35]([O:37][CH3:38])=[O:36])[NH:24][C:25]([C:27]3[C:32]([Cl:33])=[CH:31][CH:30]=[CH:29][C:28]=3[Cl:34])=[O:26])=[CH:20][CH:19]=2)[CH:12]=[CH:11][CH:10]=1)=O)(C)(C)C.C(O)(C(F)(F)F)=O.N. The catalyst class is: 61. (6) Reactant: [Cl:1][C:2]1[CH:34]=[CH:33][CH:32]=[C:31]([Cl:35])[C:3]=1[C:4]([NH:6][C@H:7]([C:27]([O:29]C)=[O:28])[CH2:8][C:9]1[CH:14]=[CH:13][C:12]([C:15]2[CH2:16][CH2:17][N:18]([C:21]3[CH:26]=[CH:25][CH:24]=[CH:23][CH:22]=3)[CH2:19][CH:20]=2)=[CH:11][CH:10]=1)=[O:5].[OH-].[Li+].O. Product: [Cl:1][C:2]1[CH:34]=[CH:33][CH:32]=[C:31]([Cl:35])[C:3]=1[C:4]([NH:6][C@H:7]([C:27]([OH:29])=[O:28])[CH2:8][C:9]1[CH:14]=[CH:13][C:12]([C:15]2[CH2:20][CH2:19][N:18]([C:21]3[CH:26]=[CH:25][CH:24]=[CH:23][CH:22]=3)[CH2:17][CH:16]=2)=[CH:11][CH:10]=1)=[O:5]. The catalyst class is: 382. (7) Reactant: [CH2:1]([Zn]CC)C.C(O)(C(F)(F)F)=O.ICI.[CH2:16]([N:23]1[CH2:28][CH:27]=[C:26]([C:29]2[CH:34]=[CH:33][C:32]([F:35])=[CH:31][CH:30]=2)[CH2:25][CH2:24]1)[C:17]1[CH:22]=[CH:21][CH:20]=[CH:19][CH:18]=1. Product: [CH2:16]([N:23]1[CH2:24][CH2:25][C:26]2([C:29]3[CH:30]=[CH:31][C:32]([F:35])=[CH:33][CH:34]=3)[CH:27]([CH2:1]2)[CH2:28]1)[C:17]1[CH:18]=[CH:19][CH:20]=[CH:21][CH:22]=1. The catalyst class is: 308.